From a dataset of Full USPTO retrosynthesis dataset with 1.9M reactions from patents (1976-2016). Predict the reactants needed to synthesize the given product. Given the product [Br:20][C:7]1[C:5]2[CH2:6][C@@H:2]([CH3:1])[O:3][C:4]=2[C:10]([NH2:11])=[CH:9][C:8]=1[CH3:12], predict the reactants needed to synthesize it. The reactants are: [CH3:1][C@@H:2]1[CH2:6][C:5]2[CH:7]=[C:8]([CH3:12])[CH:9]=[C:10]([NH2:11])[C:4]=2[O:3]1.C1C(=O)N([Br:20])C(=O)C1.